Dataset: Cav3 T-type calcium channel HTS with 100,875 compounds. Task: Binary Classification. Given a drug SMILES string, predict its activity (active/inactive) in a high-throughput screening assay against a specified biological target. (1) The drug is Clc1cc(c(OCC(=O)N2CCN(CC2)C(OCC)=O)cc1)C. The result is 0 (inactive). (2) The drug is S1CCn2c(O)c(CCCC)c(=O)nc12. The result is 0 (inactive). (3) The drug is S1Cc2c(nn(c2NC(=O)c2sccc2)c2ccc(cc2)C)C1. The result is 1 (active). (4) The drug is O(CC(=O)NCCC=1CCCCC1)c1nnc(c2c1cccc2)C. The result is 0 (inactive). (5) The result is 0 (inactive). The compound is Clc1cc(c(OCC(OC(C(=O)N(CC)CC)C)=O)cc1)C.